From a dataset of Reaction yield outcomes from USPTO patents with 853,638 reactions. Predict the reaction yield, written as a fraction of the theoretical maximum amount of product (1.0 means a 100% yield; for example, 0.34 means a 34% yield). (1) The reactants are Br[C:2]1[S:6][C:5]2=[N:7][C:8]([C:10]3[O:11][C:12]4[CH:18]=[C:17]([F:19])[CH:16]=[C:15]([O:20][CH2:21][C:22]5[N:23]=[C:24]([C:27]6[CH:32]=[CH:31][CH:30]=[CH:29][CH:28]=6)[S:25][CH:26]=5)[C:13]=4[CH:14]=3)=[CH:9][N:4]2[N:3]=1.[CH3:33][OH:34].C[O-].[Na+]. The catalyst is ClCCl. The product is [F:19][C:17]1[CH:16]=[C:15]([O:20][CH2:21][C:22]2[N:23]=[C:24]([C:27]3[CH:32]=[CH:31][CH:30]=[CH:29][CH:28]=3)[S:25][CH:26]=2)[C:13]2[CH:14]=[C:10]([C:8]3[N:7]=[C:5]4[N:4]([CH:9]=3)[N:3]=[C:2]([O:34][CH3:33])[S:6]4)[O:11][C:12]=2[CH:18]=1. The yield is 0.640. (2) The product is [S:28]1[C:29]2[CH:35]=[CH:34][CH:33]=[CH:32][C:30]=2[N:31]=[C:27]1[NH:26][C:25]([C:22]1[CH:21]=[CH:20][C:19]([N:10]([CH2:11][C:12]2[CH:13]=[CH:14][C:15]([F:18])=[CH:16][CH:17]=2)[C:9]([C@H:8]2[O:7][C@@H:6]2[C:4]([OH:5])=[O:3])=[O:37])=[CH:24][CH:23]=1)=[O:36]. The catalyst is O. The yield is 0.800. The reactants are C([O:3][C:4]([C@@H:6]1[C@@H:8]([C:9](=[O:37])[N:10]([C:19]2[CH:24]=[CH:23][C:22]([C:25](=[O:36])[NH:26][C:27]3[S:28][C:29]4[CH:35]=[CH:34][CH:33]=[CH:32][C:30]=4[N:31]=3)=[CH:21][CH:20]=2)[CH2:11][C:12]2[CH:17]=[CH:16][C:15]([F:18])=[CH:14][CH:13]=2)[O:7]1)=[O:5])C.C(O)C.[OH-].[K+]. (3) The reactants are [F:1][C:2]1[C:31]([F:32])=[CH:30][CH:29]=[CH:28][C:3]=1[O:4][C:5]1[CH:10]=[CH:9][C:8]([C:11]2[C:19]3[C:14](=[N:15][CH:16]=[N:17][C:18]=3[NH2:20])[N:13]([CH2:21][C@H:22]3[CH2:26][CH2:25][CH2:24][NH:23]3)[N:12]=2)=[C:7]([F:27])[CH:6]=1.[C:33]([CH2:35][C:36](O)=[O:37])#[N:34].CN(C(ON1N=NC2C=CC=NC1=2)=[N+](C)C)C.F[P-](F)(F)(F)(F)F. The catalyst is CN(C)C=O. The product is [NH2:20][C:18]1[N:17]=[CH:16][N:15]=[C:14]2[N:13]([CH2:21][C@H:22]3[CH2:26][CH2:25][CH2:24][N:23]3[C:36](=[O:37])[CH2:35][C:33]#[N:34])[N:12]=[C:11]([C:8]3[CH:9]=[CH:10][C:5]([O:4][C:3]4[CH:28]=[CH:29][CH:30]=[C:31]([F:32])[C:2]=4[F:1])=[CH:6][C:7]=3[F:27])[C:19]=12. The yield is 0.830. (4) The reactants are [CH3:1][O:2][C:3]1[CH:8]=[CH:7][C:6]([CH2:9][C:10]([C:12]2[CH:19]=[CH:18][C:15]([C:16]#[N:17])=[CH:14][C:13]=2[CH3:20])=[O:11])=[CH:5][CH:4]=1.C[Si](C)(C)[N-][Si](C)(C)C.[Li+].Br[CH2:32][CH:33]=[CH2:34]. The catalyst is O1CCCC1. The product is [CH3:1][O:2][C:3]1[CH:4]=[CH:5][C:6]([CH:9]([CH2:34][CH:33]=[CH2:32])[C:10]([C:12]2[CH:19]=[CH:18][C:15]([C:16]#[N:17])=[CH:14][C:13]=2[CH3:20])=[O:11])=[CH:7][CH:8]=1. The yield is 0.352. (5) The reactants are O[C:2]1[CH:3]=[C:4]([NH:8][C:9]2[N:14]=[C:13]([NH:15][C:16]3[CH:21]=[CH:20][CH:19]=[C:18](O)[CH:17]=3)[C:12]([F:23])=[CH:11][N:10]=2)[CH:5]=[CH:6][CH:7]=1.[NH2:24][C:25]1C=C(C=CC=1)C#N.Cl[C:34]1N=C(Cl)C(F)=C[N:35]=1. No catalyst specified. The product is [C:25]([C:2]1[CH:3]=[C:4]([NH:8][C:9]2[N:14]=[C:13]([NH:15][C:16]3[CH:21]=[CH:20][CH:19]=[C:18]([C:34]#[N:35])[CH:17]=3)[C:12]([F:23])=[CH:11][N:10]=2)[CH:5]=[CH:6][CH:7]=1)#[N:24]. The yield is 0.760. (6) The reactants are [CH3:1][S:2]([C:5]1[CH:10]=[CH:9][C:8]([C:11]2[N:16]3[N:17]=[C:18]([NH2:20])[N:19]=[C:15]3[CH:14]=[CH:13][CH:12]=2)=[CH:7][CH:6]=1)(=[O:4])=[O:3].Br[C:22]1[CH:27]=[CH:26][C:25]([O:28][CH3:29])=[CH:24][CH:23]=1. No catalyst specified. The product is [CH3:1][S:2]([C:5]1[CH:10]=[CH:9][C:8]([C:11]2[N:16]3[N:17]=[C:18]([NH:20][C:22]4[CH:27]=[CH:26][C:25]([O:28][CH3:29])=[CH:24][CH:23]=4)[N:19]=[C:15]3[CH:14]=[CH:13][CH:12]=2)=[CH:7][CH:6]=1)(=[O:3])=[O:4]. The yield is 0.110. (7) The reactants are [OH:1][C@H:2]1[CH2:6][C@@H:5]([CH3:7])[N:4]([C:8]([O:10][CH2:11][C:12]2[CH:17]=[CH:16][CH:15]=[CH:14][CH:13]=2)=[O:9])[C@H:3]1[CH3:18].C[N+]1([O-])CCOCC1. The catalyst is C(#N)C.[Ru]([O-])(=O)(=O)=O.C([N+](CCC)(CCC)CCC)CC. The product is [CH3:18][C@H:3]1[C:2](=[O:1])[CH2:6][C@@H:5]([CH3:7])[N:4]1[C:8]([O:10][CH2:11][C:12]1[CH:17]=[CH:16][CH:15]=[CH:14][CH:13]=1)=[O:9]. The yield is 1.00.